Dataset: NCI-60 drug combinations with 297,098 pairs across 59 cell lines. Task: Regression. Given two drug SMILES strings and cell line genomic features, predict the synergy score measuring deviation from expected non-interaction effect. (1) Drug 1: CCCS(=O)(=O)NC1=C(C(=C(C=C1)F)C(=O)C2=CNC3=C2C=C(C=N3)C4=CC=C(C=C4)Cl)F. Drug 2: CN1C(=O)N2C=NC(=C2N=N1)C(=O)N. Cell line: SK-MEL-28. Synergy scores: CSS=17.2, Synergy_ZIP=-2.94, Synergy_Bliss=-7.55, Synergy_Loewe=-32.9, Synergy_HSA=-9.89. (2) Drug 2: CC1C(C(CC(O1)OC2CC(CC3=C2C(=C4C(=C3O)C(=O)C5=CC=CC=C5C4=O)O)(C(=O)C)O)N)O. Synergy scores: CSS=37.2, Synergy_ZIP=-1.35, Synergy_Bliss=-1.98, Synergy_Loewe=-16.3, Synergy_HSA=-0.661. Drug 1: CN(C)C1=NC(=NC(=N1)N(C)C)N(C)C. Cell line: NCIH23. (3) Drug 1: C(CCl)NC(=O)N(CCCl)N=O. Drug 2: C(CN)CNCCSP(=O)(O)O. Cell line: PC-3. Synergy scores: CSS=11.0, Synergy_ZIP=-0.399, Synergy_Bliss=3.98, Synergy_Loewe=-0.762, Synergy_HSA=0.798.